This data is from Reaction yield outcomes from USPTO patents with 853,638 reactions. The task is: Predict the reaction yield, written as a fraction of the theoretical maximum amount of product (1.0 means a 100% yield; for example, 0.34 means a 34% yield). (1) The reactants are C([O:3][C:4](=[O:13])[C:5]([C:7]1[S:8][CH:9]=[CH:10][C:11]=1[Cl:12])=[O:6])C.[OH-].[Na+].Cl. The catalyst is O. The product is [Cl:12][C:11]1[CH:10]=[CH:9][S:8][C:7]=1[C:5](=[O:6])[C:4]([OH:13])=[O:3]. The yield is 0.930. (2) The reactants are [CH3:1][C:2]1[C:11]([CH2:12][CH2:13][C:14]2[CH:15]=[C:16]3[C:20](=[CH:21][CH:22]=2)[N:19]([Si](C(C)C)(C(C)C)C(C)C)[CH:18]=[CH:17]3)=[CH:10][C:9]2[C:4](=[N:5][CH:6]=[CH:7][CH:8]=2)[N:3]=1.[CH3:33][O:34][C:35](=[O:38])[C:36]#[CH:37].[F-].C([N+](CCCC)(CCCC)CCCC)CCC. No catalyst specified. The product is [CH3:33][O:34][C:35](=[O:38])[CH:36]=[CH:37][N:19]1[C:20]2[C:16](=[CH:15][C:14]([CH2:13][CH2:12][C:11]3[C:2]([CH3:1])=[N:3][C:4]4[C:9]([CH:10]=3)=[CH:8][CH:7]=[CH:6][N:5]=4)=[CH:22][CH:21]=2)[CH:17]=[CH:18]1. The yield is 0.660. (3) The reactants are [CH2:1]([N:3]([CH2:37][CH3:38])[CH2:4][CH2:5][CH2:6][NH:7][C:8]1[N:9]=[C:10]([C:27]2[CH:28]=[C:29]([CH:33]=[CH:34][C:35]=2[CH3:36])[C:30]([OH:32])=O)[C:11]2[CH:17]=[CH:16][C:15](=[O:18])[N:14]([C:19]3[C:24]([F:25])=[CH:23][CH:22]=[CH:21][C:20]=3[F:26])[C:12]=2[N:13]=1)[CH3:2].[CH3:39][N:40](C(ON1N=NC2C=CC=CC1=2)=[N+](C)C)C.F[P-](F)(F)(F)(F)F.CN. The catalyst is ClCCl.C1COCC1. The product is [CH2:37]([N:3]([CH2:1][CH3:2])[CH2:4][CH2:5][CH2:6][NH:7][C:8]1[N:9]=[C:10]([C:27]2[CH:28]=[C:29]([CH:33]=[CH:34][C:35]=2[CH3:36])[C:30]([NH:40][CH3:39])=[O:32])[C:11]2[CH:17]=[CH:16][C:15](=[O:18])[N:14]([C:19]3[C:24]([F:25])=[CH:23][CH:22]=[CH:21][C:20]=3[F:26])[C:12]=2[N:13]=1)[CH3:38]. The yield is 0.780.